This data is from hERG potassium channel inhibition data for cardiac toxicity prediction from Karim et al.. The task is: Regression/Classification. Given a drug SMILES string, predict its toxicity properties. Task type varies by dataset: regression for continuous values (e.g., LD50, hERG inhibition percentage) or binary classification for toxic/non-toxic outcomes (e.g., AMES mutagenicity, cardiotoxicity, hepatotoxicity). Dataset: herg_karim. (1) The result is 1 (blocker). The drug is Cc1ncoc1-c1nnc(SCCCN2C[C@H]3C[C@@]3(c3ccc(C(F)(F)F)cc3F)C2)n1C. (2) The drug is NS(=O)(=O)c1cccc(CN(c2cccc3[nH]ccc23)C2CCNCC2)c1. The result is 0 (non-blocker).